From a dataset of Full USPTO retrosynthesis dataset with 1.9M reactions from patents (1976-2016). Predict the reactants needed to synthesize the given product. (1) Given the product [O:12]1[C:9]2=[CH:10][N:11]=[C:6]([CH2:5][OH:4])[CH:7]=[C:8]2[CH:14]=[CH:13]1, predict the reactants needed to synthesize it. The reactants are: C([O:4][CH2:5][C:6]1[CH:7]=[C:8]2[CH:14]=[CH:13][O:12][C:9]2=[CH:10][N:11]=1)(=O)C.O.[OH-].[Na+]. (2) Given the product [CH2:11]([O:10][C@@H:3]1[C@H:2]2[CH2:1][O:8][C@H:7]([O:9]2)[C@H:5]([OH:21])[C@H:4]1[OH:6])[C:12]1[CH:17]=[CH:16][CH:15]=[CH:14][CH:13]=1, predict the reactants needed to synthesize it. The reactants are: [CH2:1]1[O:8][C@@H:7]2[O:9][C@H:2]1[C@@H:3]([O:10][CH2:11][C:12]1[CH:17]=[CH:16][CH:15]=[CH:14][CH:13]=1)[C@@H:4]1[O:6][C@@H:5]12.[Br-].C([OH:21])C. (3) The reactants are: [CH:1]1([C@H:4]2[C@H:13]([CH3:14])[C@@H:12]([NH:15][C:16]3[CH:21]=[N:20][C:19]([CH3:22])=[CH:18][N:17]=3)[C:11]3[C:6](=[CH:7][CH:8]=[C:9]([C:23]4[CH2:24][CH2:25][O:26][CH2:27][CH:28]=4)[CH:10]=3)[N:5]2[C:29](=[O:31])[CH3:30])[CH2:3][CH2:2]1. Given the product [CH:1]1([C@H:4]2[C@H:13]([CH3:14])[C@@H:12]([NH:15][C:16]3[CH:21]=[N:20][C:19]([CH3:22])=[CH:18][N:17]=3)[C:11]3[C:6](=[CH:7][CH:8]=[C:9]([CH:23]4[CH2:24][CH2:25][O:26][CH2:27][CH2:28]4)[CH:10]=3)[N:5]2[C:29](=[O:31])[CH3:30])[CH2:2][CH2:3]1, predict the reactants needed to synthesize it. (4) Given the product [F:26][C:23]1[CH:22]=[CH:21][C:20]([N:17]2[C:18]3[CH:19]=[C:11]4[CH2:10][CH2:9][CH:8]=[C:7]([CH:32]=[CH2:33])[C@@:12]4([CH3:27])[CH2:13][C:14]=3[CH:15]=[N:16]2)=[CH:25][CH:24]=1, predict the reactants needed to synthesize it. The reactants are: FC(F)(F)S(O[C:7]1[C@@:12]2([CH3:27])[CH2:13][C:14]3[CH:15]=[N:16][N:17]([C:20]4[CH:25]=[CH:24][C:23]([F:26])=[CH:22][CH:21]=4)[C:18]=3[CH:19]=[C:11]2[CH2:10][CH2:9][CH:8]=1)(=O)=O.[Li+].[Cl-].[CH2:32]([Sn](CCCC)(CCCC)C=C)[CH2:33]CC. (5) Given the product [ClH:17].[O:1]1[CH:5]=[CH:4][C:3]([C:6]2([C:9](=[NH:10])[O:13][CH2:11][CH3:12])[CH2:8][CH2:7]2)=[N:2]1, predict the reactants needed to synthesize it. The reactants are: [O:1]1[CH:5]=[CH:4][C:3]([C:6]2([C:9]#[N:10])[CH2:8][CH2:7]2)=[N:2]1.[CH2:11]([OH:13])[CH3:12].C([Cl:17])(=O)C. (6) Given the product [Br:12][C:10]1[CH:11]=[C:2]([NH:1][CH:15]([CH3:17])[CH3:14])[C:3]([CH3:13])=[C:4]([CH:9]=1)[C:5]([O:7][CH3:8])=[O:6], predict the reactants needed to synthesize it. The reactants are: [NH2:1][C:2]1[C:3]([CH3:13])=[C:4]([CH:9]=[C:10]([Br:12])[CH:11]=1)[C:5]([O:7][CH3:8])=[O:6].[CH3:14][C:15]([CH3:17])=O.C([BH3-])#N.[Na+].[NH4+].[Cl-].